The task is: Predict the reactants needed to synthesize the given product.. This data is from Full USPTO retrosynthesis dataset with 1.9M reactions from patents (1976-2016). (1) Given the product [CH3:1][C:2]12[O:12][CH:7]1[CH2:6][CH:5]([CH2:8][OH:9])[CH2:4][CH2:3]2, predict the reactants needed to synthesize it. The reactants are: [CH3:1][C:2]1[CH2:7][CH2:6][CH:5]([CH2:8][OH:9])[CH2:4][CH:3]=1.C(OO)(=[O:12])C.C(OCC)(=O)C. (2) The reactants are: [OH:1][C:2]1[CH:3]=[C:4]([Br:11])[CH:5]=[C:6]([CH:10]=1)[C:7]([OH:9])=[O:8].C([O-])([O-])=O.[K+].[K+].[CH:18]1[CH:23]=[CH:22][C:21]([CH2:24]Br)=[CH:20][CH:19]=1.Cl. Given the product [CH2:24]([O:1][C:2]1[CH:10]=[C:6]([CH:5]=[C:4]([Br:11])[CH:3]=1)[C:7]([OH:9])=[O:8])[C:21]1[CH:22]=[CH:23][CH:18]=[CH:19][CH:20]=1, predict the reactants needed to synthesize it. (3) Given the product [CH3:4][O:5][C:6]1[CH:11]=[CH:10][CH:9]=[CH:8][C:7]=1[S:12]([N:2]([CH3:3])[CH3:1])(=[O:14])=[O:13], predict the reactants needed to synthesize it. The reactants are: [CH3:1][NH:2][CH3:3].[CH3:4][O:5][C:6]1[CH:11]=[CH:10][CH:9]=[CH:8][C:7]=1[S:12](Cl)(=[O:14])=[O:13].O.C(OCC)(=O)C. (4) Given the product [NH2:48][CH2:49][CH2:50][CH2:51][C@@:52]1([C:71]2[CH:76]=[CH:75][CH:74]=[CH:73][CH:72]=2)[N:56]([C:57](=[O:62])[C@@H:58]([O:60][CH3:61])[CH3:59])[N:55]=[C:54]([C:63]2[CH:68]=[C:67]([F:69])[CH:66]=[CH:65][C:64]=2[F:70])[S:53]1, predict the reactants needed to synthesize it. The reactants are: N(CCC[C@@]1(C2C=CC=CC=2)N(C(=O)[C@@H](O[Si](C(C)(C)C)(C2C=CC=CC=2)C2C=CC=CC=2)C)N=C(C2C=C(F)C=CC=2F)S1)=[N+]=[N-].[NH2:48][CH2:49][CH2:50][CH2:51][C@:52]1([C:71]2[CH:76]=[CH:75][CH:74]=[CH:73][CH:72]=2)[N:56]([C:57](=[O:62])[C@@H:58]([O:60][CH3:61])[CH3:59])[N:55]=[C:54]([C:63]2[CH:68]=[C:67]([F:69])[CH:66]=[CH:65][C:64]=2[F:70])[S:53]1.